Predict which catalyst facilitates the given reaction. From a dataset of Catalyst prediction with 721,799 reactions and 888 catalyst types from USPTO. (1) Reactant: Cl.NN=CC1C=CC([C:9]([N:11]2[CH2:16][CH2:15][C:14]3([CH2:21][CH2:20][CH:19]([CH2:22][C:23]([O:25][CH2:26][CH3:27])=[O:24])[CH2:18][CH2:17]3)[CH2:13][CH2:12]2)=O)=CC=1.[CH:30]([C:32]1[CH:37]=[CH:36][N:35]=[CH:34][CH:33]=1)=C. Product: [N:35]1[CH:36]=[CH:37][C:32]([CH2:30][CH2:9][N:11]2[CH2:16][CH2:15][C:14]3([CH2:21][CH2:20][CH:19]([CH2:22][C:23]([O:25][CH2:26][CH3:27])=[O:24])[CH2:18][CH2:17]3)[CH2:13][CH2:12]2)=[CH:33][CH:34]=1. The catalyst class is: 10. (2) Product: [CH:5]1[C:6]2[C:11](=[CH:10][CH:9]=[CH:8][CH:7]=2)[CH:12]=[CH:13][C:4]=1[C:1]1[O:3][CH:15]=[C:16]([CH2:17][C:18]([OH:20])=[O:19])[N:2]=1. The catalyst class is: 13. Reactant: [C:1]([C:4]1[CH:13]=[CH:12][C:11]2[C:6](=[CH:7][CH:8]=[CH:9][CH:10]=2)[CH:5]=1)(=[O:3])[NH2:2].Cl[CH2:15][C:16](=O)[CH2:17][C:18]([O:20]CC)=[O:19]. (3) Reactant: [CH2:1]([O:8][C:9]1[CH:16]=[CH:15][C:12]([CH:13]=O)=[CH:11][CH:10]=1)[C:2]1[CH:7]=[CH:6][CH:5]=[CH:4][CH:3]=1.C(O)C.[NH2:20][OH:21].Cl.C([O-])(=O)C.[Na+]. Product: [CH2:1]([O:8][C:9]1[CH:16]=[CH:15][C:12]([CH:13]=[N:20][OH:21])=[CH:11][CH:10]=1)[C:2]1[CH:7]=[CH:6][CH:5]=[CH:4][CH:3]=1. The catalyst class is: 6. (4) The catalyst class is: 1. Product: [CH2:12]([NH:14][C:15]([C:17]1[CH:21]=[CH:20][S:19][C:18]=1[Cl:30])=[O:16])[CH3:13]. Reactant: [Li]C(CC)C.C1CCCCC1.[CH2:12]([NH:14][C:15]([C:17]1[CH:21]=[CH:20][S:19][CH:18]=1)=[O:16])[CH3:13].CN(CCN(C)C)C.[Cl:30]C(Cl)(Cl)C(Cl)(Cl)Cl. (5) Reactant: C[O:2][C:3](=[O:19])[CH2:4][N:5]1[C:10]2[CH:11]=[CH:12][CH:13]=[CH:14][C:9]=2[O:8][CH:7]([CH:15]([CH3:17])[CH3:16])[C:6]1=[S:18].[OH-].[Na+].O.Cl. Product: [CH:15]([CH:7]1[C:6](=[S:18])[N:5]([CH2:4][C:3]([OH:19])=[O:2])[C:10]2[CH:11]=[CH:12][CH:13]=[CH:14][C:9]=2[O:8]1)([CH3:17])[CH3:16]. The catalyst class is: 71.